From a dataset of Peptide-MHC class I binding affinity with 185,985 pairs from IEDB/IMGT. Regression. Given a peptide amino acid sequence and an MHC pseudo amino acid sequence, predict their binding affinity value. This is MHC class I binding data. (1) The peptide sequence is RHYSASFKK. The MHC is HLA-B58:01 with pseudo-sequence HLA-B58:01. The binding affinity (normalized) is 0.0847. (2) The peptide sequence is RLLAPITAYA. The MHC is HLA-A02:06 with pseudo-sequence HLA-A02:06. The binding affinity (normalized) is 0.571.